From a dataset of Catalyst prediction with 721,799 reactions and 888 catalyst types from USPTO. Predict which catalyst facilitates the given reaction. (1) Reactant: C(NC(C)C)(C)C.C([Li])CCC.[Li+].CC([N-]C(C)C)C.[CH3:21][O:22][C:23]1[CH:28]=[CH:27][C:26]([C:29](=[N:32][OH:33])[CH2:30][CH3:31])=[CH:25][CH:24]=1.[C:34]([O:41][CH2:42][CH3:43])(=[O:40])[C:35]([O:37]CC)=O. Product: [OH:33][N:32]=[C:29]([C:26]1[CH:27]=[CH:28][C:23]([O:22][CH3:21])=[CH:24][CH:25]=1)[CH:30]([CH3:31])[C:35](=[O:37])[C:34]([O:41][CH2:42][CH3:43])=[O:40]. The catalyst class is: 1. (2) Reactant: [C:1](O)(=[O:9])[C:2]1[C:3](=[CH:5][CH:6]=[CH:7][CH:8]=1)[SH:4].[Br:11][C:12]1[CH:17]=[CH:16][C:15]([OH:18])=[CH:14][CH:13]=1. Product: [Br:11][C:12]1[C:17]2[C:1](=[O:9])[C:2]3[C:3](=[CH:5][CH:6]=[CH:7][CH:8]=3)[S:4][C:16]=2[C:15]([OH:18])=[CH:14][CH:13]=1. The catalyst class is: 82. (3) Reactant: [OH:1][CH2:2][CH2:3][CH2:4][C:5]([C:7]1[C:15]2[C:10](=[CH:11][CH:12]=[C:13]([C:16]#[N:17])[CH:14]=2)[NH:9][CH:8]=1)=O.C(#N)C.C([BH3-])#N.[Na+].Cl. Product: [OH:1][CH2:2][CH2:3][CH2:4][CH2:5][C:7]1[C:15]2[C:10](=[CH:11][CH:12]=[C:13]([C:16]#[N:17])[CH:14]=2)[NH:9][CH:8]=1. The catalyst class is: 6. (4) Reactant: [F:1][C:2]1[CH:8]=[CH:7][CH:6]=[C:5]([F:9])[C:3]=1[NH2:4].[CH:10](OCC)(OCC)OCC.[CH3:20][C:21]1[CH:27]=[C:26]([CH3:28])[CH:25]=[C:24]([CH3:29])[C:22]=1[NH2:23]. Product: [F:1][C:2]1[CH:8]=[CH:7][CH:6]=[C:5]([F:9])[C:3]=1[NH:4][CH:10]=[N:23][C:22]1[C:24]([CH3:29])=[CH:25][C:26]([CH3:28])=[CH:27][C:21]=1[CH3:20]. The catalyst class is: 15.